From a dataset of NCI-60 drug combinations with 297,098 pairs across 59 cell lines. Regression. Given two drug SMILES strings and cell line genomic features, predict the synergy score measuring deviation from expected non-interaction effect. (1) Drug 1: CC1=C2C(C(=O)C3(C(CC4C(C3C(C(C2(C)C)(CC1OC(=O)C(C(C5=CC=CC=C5)NC(=O)OC(C)(C)C)O)O)OC(=O)C6=CC=CC=C6)(CO4)OC(=O)C)O)C)O. Drug 2: B(C(CC(C)C)NC(=O)C(CC1=CC=CC=C1)NC(=O)C2=NC=CN=C2)(O)O. Cell line: NCIH23. Synergy scores: CSS=10.3, Synergy_ZIP=0.521, Synergy_Bliss=-0.916, Synergy_Loewe=-13.9, Synergy_HSA=-1.40. (2) Drug 1: C1C(C(OC1N2C=NC3=C(N=C(N=C32)Cl)N)CO)O. Drug 2: C1C(C(OC1N2C=NC3=C2NC=NCC3O)CO)O. Cell line: MALME-3M. Synergy scores: CSS=28.0, Synergy_ZIP=-7.82, Synergy_Bliss=-0.869, Synergy_Loewe=-13.3, Synergy_HSA=-0.941. (3) Drug 1: CC1=C2C(C(=O)C3(C(CC4C(C3C(C(C2(C)C)(CC1OC(=O)C(C(C5=CC=CC=C5)NC(=O)OC(C)(C)C)O)O)OC(=O)C6=CC=CC=C6)(CO4)OC(=O)C)O)C)O. Drug 2: CS(=O)(=O)CCNCC1=CC=C(O1)C2=CC3=C(C=C2)N=CN=C3NC4=CC(=C(C=C4)OCC5=CC(=CC=C5)F)Cl. Cell line: SNB-75. Synergy scores: CSS=22.3, Synergy_ZIP=5.74, Synergy_Bliss=9.44, Synergy_Loewe=8.99, Synergy_HSA=8.83. (4) Drug 2: C1CCC(C(C1)N)N.C(=O)(C(=O)[O-])[O-].[Pt+4]. Synergy scores: CSS=13.4, Synergy_ZIP=-4.95, Synergy_Bliss=-0.726, Synergy_Loewe=-11.7, Synergy_HSA=-2.50. Drug 1: C1CC(C1)(C(=O)O)C(=O)O.[NH2-].[NH2-].[Pt+2]. Cell line: UO-31. (5) Drug 1: CC1=CC2C(CCC3(C2CCC3(C(=O)C)OC(=O)C)C)C4(C1=CC(=O)CC4)C. Drug 2: C1CN1P(=S)(N2CC2)N3CC3. Cell line: CAKI-1. Synergy scores: CSS=6.86, Synergy_ZIP=0.882, Synergy_Bliss=3.08, Synergy_Loewe=-14.0, Synergy_HSA=-0.439. (6) Drug 1: CN(C)C1=NC(=NC(=N1)N(C)C)N(C)C. Drug 2: CN(CC1=CN=C2C(=N1)C(=NC(=N2)N)N)C3=CC=C(C=C3)C(=O)NC(CCC(=O)O)C(=O)O. Cell line: NCI/ADR-RES. Synergy scores: CSS=15.7, Synergy_ZIP=-4.64, Synergy_Bliss=-1.73, Synergy_Loewe=-15.2, Synergy_HSA=-2.02.